Dataset: Forward reaction prediction with 1.9M reactions from USPTO patents (1976-2016). Task: Predict the product of the given reaction. (1) Given the reactants [CH3:1][C:2]1[CH:3]=[C:4]2[C:8](=[C:9]([N:11]([CH3:20])[S:12]([C:15]3[S:16][CH:17]=[CH:18][CH:19]=3)(=[O:14])=[O:13])[CH:10]=1)[NH:7][C:6]([C:21]1[S:22][CH:23]([CH2:26]C(O)=O)[CH2:24][N:25]=1)=[CH:5]2.[CH2:30]([OH:37])[C:31]1[CH:36]=[CH:35][CH:34]=[CH:33][CH:32]=1.C([N:40]([CH2:43]C)CC)C.C1(P(N=[N+]=[N-])(C2C=CC=CC=2)=[O:52])C=CC=CC=1, predict the reaction product. The product is: [CH2:30]([O:37][C:43](=[O:52])[NH:40][CH2:26][CH:23]1[S:22][C:21]([C:6]2[NH:7][C:8]3[C:4]([CH:5]=2)=[CH:3][C:2]([CH3:1])=[CH:10][C:9]=3[N:11]([CH3:20])[S:12]([C:15]2[S:16][CH:17]=[CH:18][CH:19]=2)(=[O:13])=[O:14])=[N:25][CH2:24]1)[C:31]1[CH:36]=[CH:35][CH:34]=[CH:33][CH:32]=1. (2) Given the reactants O.[F:2][C:3]1[CH:4]=[C:5]2[C:9](=[CH:10][CH:11]=1)[NH:8][CH:7]=[CH:6]2.[C:12]1(=[O:18])[O:17][CH2:16][CH2:15][CH2:14][CH2:13]1.[OH-].[K+], predict the reaction product. The product is: [F:2][C:3]1[CH:4]=[C:5]2[C:9](=[CH:10][CH:11]=1)[NH:8][CH:7]=[C:6]2[CH2:16][CH2:15][CH2:14][CH2:13][C:12]([OH:18])=[O:17]. (3) Given the reactants [F:1][C:2]([F:15])([F:14])[C:3]1[CH:4]=[C:5]([CH:7]=[C:8]([C:10]([F:13])([F:12])[F:11])[CH:9]=1)[NH2:6].Br[CH2:17][CH2:18][OH:19], predict the reaction product. The product is: [F:1][C:2]([F:14])([F:15])[C:3]1[CH:4]=[C:5]([NH:6][CH2:17][CH2:18][OH:19])[CH:7]=[C:8]([C:10]([F:11])([F:12])[F:13])[CH:9]=1.